From a dataset of Forward reaction prediction with 1.9M reactions from USPTO patents (1976-2016). Predict the product of the given reaction. (1) The product is: [CH2:14]([O:12][C:11]([C@@H:8]1[CH2:7][C@@H:6]([OH:5])[CH2:10][NH:9]1)=[O:13])[CH3:15]. Given the reactants S(Cl)(Cl)=O.[OH:5][CH:6]1[CH2:10][NH:9][C@H:8]([C:11]([OH:13])=[O:12])[CH2:7]1.[CH2:14](O)[CH3:15], predict the reaction product. (2) The product is: [ClH:19].[C:1]([O:5][C:6]([N:8]1[CH2:14][CH2:13][C:12]2[C:15]([CH2:20][S:24][C:23](=[NH:22])[NH2:25])=[C:16]([Cl:19])[CH:17]=[CH:18][C:11]=2[CH2:10][CH2:9]1)=[O:7])([CH3:4])([CH3:3])[CH3:2]. Given the reactants [C:1]([O:5][C:6]([N:8]1[CH2:14][CH2:13][C:12]2[C:15]([CH2:20]Cl)=[C:16]([Cl:19])[CH:17]=[CH:18][C:11]=2[CH2:10][CH2:9]1)=[O:7])([CH3:4])([CH3:3])[CH3:2].[NH2:22][C:23]([NH2:25])=[S:24].CCOCC, predict the reaction product. (3) Given the reactants CN(C(ON1N=NC2C=CC=NC1=2)=[N+](C)C)C.F[P-](F)(F)(F)(F)F.[NH2:25][CH2:26][C:27]1[C:28]([F:44])=[C:29]([O:34][C:35]2[CH:36]=[C:37]([CH:40]=[C:41]([Cl:43])[CH:42]=2)[C:38]#[N:39])[C:30]([Cl:33])=[CH:31][CH:32]=1.[Cl:45][C:46]1[CH:50]=[C:49]([CH2:51][CH2:52][OH:53])[NH:48][C:47]=1[C:54](O)=[O:55].CCN(C(C)C)C(C)C, predict the reaction product. The product is: [Cl:45][C:46]1[CH:50]=[C:49]([CH2:51][CH2:52][OH:53])[NH:48][C:47]=1[C:54]([NH:25][CH2:26][C:27]1[CH:32]=[CH:31][C:30]([Cl:33])=[C:29]([O:34][C:35]2[CH:36]=[C:37]([C:38]#[N:39])[CH:40]=[C:41]([Cl:43])[CH:42]=2)[C:28]=1[F:44])=[O:55]. (4) Given the reactants [Si]([O:18][C@@H:19]1[CH2:23][CH2:22][N:21]([C:24]2[CH:29]=[CH:28][CH:27]=[CH:26][CH:25]=2)[C:20]1=[O:30])(C(C)(C)C)(C1C=CC=CC=1)C1C=CC=CC=1.CCCC[N+](CCCC)(CCCC)CCCC.[F-].O, predict the reaction product. The product is: [OH:18][C@@H:19]1[CH2:23][CH2:22][N:21]([C:24]2[CH:29]=[CH:28][CH:27]=[CH:26][CH:25]=2)[C:20]1=[O:30]. (5) Given the reactants Cl.Cl.COC1C=CC(N2CCNCC2)=CC=1.C(Cl)(=O)CC(C)C.[F:24][C:25]1[CH:30]=[C:29]([O:31][CH3:32])[C:28]([F:33])=[CH:27][C:26]=1[N:34]1[CH2:39][CH2:38][NH:37][CH2:36][CH2:35]1.[CH2:40]([S:48](Cl)(=[O:50])=[O:49])[CH2:41][C:42]1[CH:47]=[CH:46][CH:45]=[CH:44][CH:43]=1, predict the reaction product. The product is: [F:24][C:25]1[CH:30]=[C:29]([O:31][CH3:32])[C:28]([F:33])=[CH:27][C:26]=1[N:34]1[CH2:39][CH2:38][N:37]([S:48]([CH2:40][CH2:41][C:42]2[CH:47]=[CH:46][CH:45]=[CH:44][CH:43]=2)(=[O:50])=[O:49])[CH2:36][CH2:35]1. (6) Given the reactants Br[C:2]1[C:11]2[C:6](=[CH:7][C:8]([O:12][CH3:13])=[CH:9][CH:10]=2)[CH:5]=[CH:4][C:3]=1[C:14]1[CH:19]=[CH:18][CH:17]=[C:16]([O:20][CH3:21])[CH:15]=1.[N:22]1([CH2:28][CH2:29][O:30][C:31]2[CH:36]=[CH:35][C:34]([OH:37])=[CH:33][CH:32]=2)[CH2:27][CH2:26][CH2:25][CH2:24][CH2:23]1.C(=O)([O-])[O-].[Cs+].[Cs+].[OH-].[Na+].C(O)C.C([Cl:52])(=O)C, predict the reaction product. The product is: [ClH:52].[N:22]1([CH2:28][CH2:29][O:30][C:31]2[CH:32]=[CH:33][C:34]([O:37][C:2]3[C:11]4[C:6](=[CH:7][C:8]([O:12][CH3:13])=[CH:9][CH:10]=4)[CH:5]=[CH:4][C:3]=3[C:14]3[CH:19]=[CH:18][CH:17]=[C:16]([O:20][CH3:21])[CH:15]=3)=[CH:35][CH:36]=2)[CH2:23][CH2:24][CH2:25][CH2:26][CH2:27]1.